Dataset: Forward reaction prediction with 1.9M reactions from USPTO patents (1976-2016). Task: Predict the product of the given reaction. (1) The product is: [NH:1]1[C:9]2[C:4](=[CH:5][CH:6]=[CH:7][CH:8]=2)[C:3]([CH:10]=[CH:11][C:12]([NH:14][C:15]2[CH:16]=[C:17]([CH:21]=[CH:22][CH:23]=2)[C:18]([NH:50][CH2:49][CH2:48][N:38]2[CH2:33][CH2:34][CH2:35][CH2:36][CH2:37]2)=[O:20])=[O:13])=[CH:2]1. Given the reactants [NH:1]1[C:9]2[C:4](=[CH:5][CH:6]=[CH:7][CH:8]=2)[C:3]([CH:10]=[CH:11][C:12]([NH:14][C:15]2[CH:16]=[C:17]([CH:21]=[CH:22][CH:23]=2)[C:18]([OH:20])=O)=[O:13])=[CH:2]1.CN(C(ON1N=N[C:34]2[CH:35]=[CH:36][CH:37]=[N:38][C:33]1=2)=[N+](C)C)C.F[P-](F)(F)(F)(F)F.[CH3:48][CH2:49][N:50](C(C)C)C(C)C, predict the reaction product. (2) Given the reactants [C:1]1([CH3:7])[CH:6]=[CH:5][CH:4]=[CH:3][CH:2]=1.[ClH:8].ClC1C=CC=CC=1C[NH:13][C:14](=[NH:16])[SH:15].[Cl:21][C:22]([SH:25])(Cl)Cl.[OH-].[Na+], predict the reaction product. The product is: [Cl:8][C:2]1[CH:3]=[CH:4][CH:5]=[CH:6][C:1]=1[CH2:7][S:15][C:14]1[N:16]=[C:22]([Cl:21])[S:25][N:13]=1. (3) Given the reactants [CH3:1][O:2][C:3]1[CH:8]=[CH:7][C:6]([O:9][CH3:10])=[CH:5][C:4]=1[S:11](Cl)(=[O:13])=[O:12].[Cl:15][C:16]1[CH:28]=[N:27][C:19]2[NH:20][C:21]3[CH2:26][CH2:25][NH:24][CH2:23][C:22]=3[C:18]=2[CH:17]=1.O, predict the reaction product. The product is: [Cl:15][C:16]1[CH:28]=[N:27][C:19]2[NH:20][C:21]3[CH2:26][CH2:25][N:24]([S:11]([C:4]4[CH:5]=[C:6]([O:9][CH3:10])[CH:7]=[CH:8][C:3]=4[O:2][CH3:1])(=[O:13])=[O:12])[CH2:23][C:22]=3[C:18]=2[CH:17]=1.